The task is: Predict the product of the given reaction.. This data is from Forward reaction prediction with 1.9M reactions from USPTO patents (1976-2016). (1) Given the reactants [CH:1]1([CH2:4][N:5]2[CH2:30][CH2:29][C@:12]34[C:13]5[C:14]6[O:28][C@H:11]3C(=O)[CH2:9][CH2:8][C@@:7]4([OH:32])[C@H:6]2[CH2:19][C:18]=5[CH:17]=[CH:16][C:15]=6[O:20][CH2:21][C:22]2[CH:27]=[CH:26][CH:25]=[CH:24][CH:23]=2)[CH2:3][CH2:2]1.[CH:33]([O:38][CH3:39])([O:36][CH3:37])OC.S(=O)(=O)(O)O, predict the reaction product. The product is: [CH:1]1([CH2:4][N:5]2[CH2:30][CH2:29][C@:12]34[C:13]5[C:14]6[O:28][C@H:11]3[C:33]([O:36][CH3:37])([O:38][CH3:39])[CH2:9][CH2:8][C@@:7]4([OH:32])[C@H:6]2[CH2:19][C:18]=5[CH:17]=[CH:16][C:15]=6[O:20][CH2:21][C:22]2[CH:27]=[CH:26][CH:25]=[CH:24][CH:23]=2)[CH2:3][CH2:2]1. (2) Given the reactants [F:1][C:2]1[CH:7]=[C:6]([F:8])[CH:5]=[CH:4][C:3]=1[C:9]1[N:10]=[C:11]2[C:16]([CH3:17])=[N:15][CH:14]=[CH:13][N:12]2[C:18]=1[C:19]1[CH:24]=[CH:23][N:22]=[C:21](SC)[N:20]=1.O[O:28][S:29]([O-:31])=O.[K+].[CH2:33](Cl)Cl, predict the reaction product. The product is: [F:1][C:2]1[CH:7]=[C:6]([F:8])[CH:5]=[CH:4][C:3]=1[C:9]1[N:10]=[C:11]2[C:16]([CH3:17])=[N:15][CH:14]=[CH:13][N:12]2[C:18]=1[C:19]1[CH:24]=[CH:23][N:22]=[C:21]([S:29]([CH3:33])(=[O:31])=[O:28])[N:20]=1. (3) Given the reactants [CH3:1][O:2][C:3](=[O:37])[C:4]1[CH:9]=[CH:8][C:7]([C:10]([C:17]2[N:26](S(C3C=CC=CC=3)(=O)=O)[C:20]3=[N:21][CH:22]=[C:23]([F:25])[CH:24]=[C:19]3[CH:18]=2)=[CH:11][CH:12]2[CH2:16][CH2:15][CH2:14][CH2:13]2)=[CH:6][C:5]=1[F:36].[F-].C([N+](CCCC)(CCCC)CCCC)CCC, predict the reaction product. The product is: [CH3:1][O:2][C:3](=[O:37])[C:4]1[CH:9]=[CH:8][C:7]([C:10]([C:17]2[NH:26][C:20]3=[N:21][CH:22]=[C:23]([F:25])[CH:24]=[C:19]3[CH:18]=2)=[CH:11][CH:12]2[CH2:13][CH2:14][CH2:15][CH2:16]2)=[CH:6][C:5]=1[F:36].